From a dataset of Full USPTO retrosynthesis dataset with 1.9M reactions from patents (1976-2016). Predict the reactants needed to synthesize the given product. (1) Given the product [CH3:16][O:12][C:10]([C:6]1[CH:5]=[C:4]2[C:19](=[CH:8][CH:7]=1)[N:18]([CH3:17])[CH:20]=[CH:3]2)=[O:11], predict the reactants needed to synthesize it. The reactants are: N1C2[C:4](=[CH:5][C:6]([C:10]([OH:12])=[O:11])=[CH:7][CH:8]=2)[CH:3]=C1.[H-].[Na+].I[CH3:16].[CH3:17][N:18]([CH:20]=O)[CH3:19]. (2) Given the product [NH2:14][C@H:7]1[C:8]2[C:13](=[CH:12][CH:11]=[CH:10][CH:9]=2)[N:4]([C:1](=[O:3])[CH3:2])[C@@H:5]([CH:26]2[CH2:29][CH2:28][CH2:27]2)[C@@H:6]1[CH3:25], predict the reactants needed to synthesize it. The reactants are: [C:1]([N:4]1[C:13]2[C:8](=[CH:9][CH:10]=[CH:11][CH:12]=2)[C@H:7]([NH:14]C(=O)OCC2C=CC=CC=2)[C@@H:6]([CH3:25])[C@@H:5]1[CH:26]1[CH2:29][CH2:28][CH2:27]1)(=[O:3])[CH3:2]. (3) Given the product [ClH:1].[Cl:1][C:2]1[C:32]([C:33]([F:34])([F:35])[F:36])=[CH:31][CH:30]=[CH:29][C:3]=1[CH2:4][N:5]([CH2:20][C@H:21]([C:23]1[CH:24]=[CH:25][CH:26]=[CH:27][CH:28]=1)[CH3:22])[CH2:6][CH2:7][CH2:8][O:9][C:10]1[CH:11]=[C:12]([CH2:16][C:17]([OH:19])=[O:18])[CH:13]=[CH:14][CH:15]=1, predict the reactants needed to synthesize it. The reactants are: [Cl:1][C:2]1[C:32]([C:33]([F:36])([F:35])[F:34])=[CH:31][CH:30]=[CH:29][C:3]=1[CH2:4][N:5]([CH2:20][C@H:21]([C:23]1[CH:28]=[CH:27][CH:26]=[CH:25][CH:24]=1)[CH3:22])[CH2:6][CH2:7][CH2:8][O:9][C:10]1[CH:11]=[C:12]([CH2:16][C:17]([OH:19])=[O:18])[CH:13]=[CH:14][CH:15]=1.Cl. (4) Given the product [ClH:26].[Cl:26][C:27]1[CH:28]=[C:29]([CH:33]=[CH:34][C:35]=1[F:36])[C:30]([NH:1][C@H:2]1[CH2:7][CH2:6][C@@H:5]([NH:8][C:9]2[CH:14]=[C:13]([N:15]([CH3:24])[CH2:16][CH2:17][C:18]3[CH:19]=[CH:20][CH:21]=[CH:22][CH:23]=3)[C:12]([CH3:25])=[CH:11][N:10]=2)[CH2:4][CH2:3]1)=[O:31], predict the reactants needed to synthesize it. The reactants are: [NH2:1][C@@H:2]1[CH2:7][CH2:6][C@H:5]([NH:8][C:9]2[CH:14]=[C:13]([N:15]([CH3:24])[CH2:16][CH2:17][C:18]3[CH:23]=[CH:22][CH:21]=[CH:20][CH:19]=3)[C:12]([CH3:25])=[CH:11][N:10]=2)[CH2:4][CH2:3]1.[Cl:26][C:27]1[CH:28]=[C:29]([CH:33]=[CH:34][C:35]=1[F:36])[C:30](O)=[O:31].C1C=CC2N(O)N=NC=2C=1.O.CCN=C=NCCCN(C)C.Cl.C([O-])(O)=O.[Na+]. (5) Given the product [Si:1]([O:8][CH2:9][C:10]1[CH:19]=[CH:18][C:13]([C:14]([OH:16])=[O:15])=[C:12]([N+:20]([O-:22])=[O:21])[CH:11]=1)([C:4]([CH3:7])([CH3:6])[CH3:5])([CH3:3])[CH3:2], predict the reactants needed to synthesize it. The reactants are: [Si:1]([O:8][CH2:9][C:10]1[CH:19]=[CH:18][C:13]([C:14]([O:16]C)=[O:15])=[C:12]([N+:20]([O-:22])=[O:21])[CH:11]=1)([C:4]([CH3:7])([CH3:6])[CH3:5])([CH3:3])[CH3:2].CO.[OH-].[Na+].Cl. (6) Given the product [C:2]1([NH:1][CH2:8][C:10]2[N:15]=[C:14]([C:16]([O:18][CH3:19])=[O:17])[CH:13]=[CH:12][CH:11]=2)[CH:7]=[CH:6][CH:5]=[CH:4][CH:3]=1, predict the reactants needed to synthesize it. The reactants are: [NH2:1][C:2]1[CH:7]=[CH:6][CH:5]=[CH:4][CH:3]=1.[CH:8]([C:10]1[N:15]=[C:14]([C:16]([O:18][CH3:19])=[O:17])[CH:13]=[CH:12][CH:11]=1)=O.C(O)(=O)C.C(O[BH-](OC(=O)C)OC(=O)C)(=O)C.[Na+]. (7) Given the product [CH3:34][N:35]1[CH2:40][CH2:39][CH:38]([NH:41][C:28](=[O:30])[CH:27]([CH:31]([CH3:33])[CH3:32])[CH2:26][CH:25]([OH:29])[CH:4]([N:1]=[N+:2]=[N-:3])[CH2:5][CH:6]([CH2:10][C:11]2[CH:16]=[CH:15][C:14]([O:17][CH3:18])=[C:13]([O:19][CH2:20][CH2:21][CH2:22][O:23][CH3:24])[CH:12]=2)[CH:7]([CH3:9])[CH3:8])[CH2:37][CH2:36]1, predict the reactants needed to synthesize it. The reactants are: [N:1]([CH:4]([CH:25]1[O:29][C:28](=[O:30])[CH:27]([CH:31]([CH3:33])[CH3:32])[CH2:26]1)[CH2:5][CH:6]([CH2:10][C:11]1[CH:16]=[CH:15][C:14]([O:17][CH3:18])=[C:13]([O:19][CH2:20][CH2:21][CH2:22][O:23][CH3:24])[CH:12]=1)[CH:7]([CH3:9])[CH3:8])=[N+:2]=[N-:3].[CH3:34][N:35]1[CH2:40][CH2:39][CH:38]([NH2:41])[CH2:37][CH2:36]1.